This data is from NCI-60 drug combinations with 297,098 pairs across 59 cell lines. The task is: Regression. Given two drug SMILES strings and cell line genomic features, predict the synergy score measuring deviation from expected non-interaction effect. Drug 1: CC1=C(C=C(C=C1)C(=O)NC2=CC(=CC(=C2)C(F)(F)F)N3C=C(N=C3)C)NC4=NC=CC(=N4)C5=CN=CC=C5. Drug 2: C1CN1C2=NC(=NC(=N2)N3CC3)N4CC4. Cell line: A498. Synergy scores: CSS=26.4, Synergy_ZIP=-5.75, Synergy_Bliss=-2.48, Synergy_Loewe=-6.81, Synergy_HSA=-3.44.